From a dataset of Experimental lipophilicity measurements (octanol/water distribution) for 4,200 compounds from AstraZeneca. Regression/Classification. Given a drug SMILES string, predict its absorption, distribution, metabolism, or excretion properties. Task type varies by dataset: regression for continuous measurements (e.g., permeability, clearance, half-life) or binary classification for categorical outcomes (e.g., BBB penetration, CYP inhibition). For this dataset (lipophilicity_astrazeneca), we predict Y. (1) The compound is NC1(C(=O)NC(CCCN2CCCC2)c2ccc(Cl)cc2)CCN(c2ncnc3[nH]ccc23)CC1. The Y is 1.30 logD. (2) The drug is Cc1ccc2c(c1)c(-c1ccnc3c(Cl)cccc13)c(C)n2CC(=O)O. The Y is 1.27 logD. (3) The molecule is O=c1[nH]c2c(O)ccc([C@@H](O)CNCCSCCCNCCc3cccc(Cl)c3)c2s1. The Y is 0.980 logD. (4) The compound is Cc1ncc(-c2nc(Nc3ccc(C(=O)NC4CCN(C)CC4)c(F)c3)ncc2F)n1C(C)C. The Y is 2.41 logD. (5) The molecule is COc1cc(N2CCN(C(C)=O)CC2)ccc1Nc1ncc(Cl)c(-c2cnc3cc(F)ccn23)n1. The Y is 3.70 logD.